Dataset: Forward reaction prediction with 1.9M reactions from USPTO patents (1976-2016). Task: Predict the product of the given reaction. (1) Given the reactants Cl.[C:2](Cl)(=[O:9])[C:3]1[CH:8]=[CH:7][N:6]=[CH:5][CH:4]=1.[Cl:11][C:12]1[CH:28]=[CH:27][C:15]([CH2:16][NH:17][C:18]([C:20]2[S:24][C:23]([NH2:25])=[N:22][C:21]=2[CH3:26])=[O:19])=[CH:14][CH:13]=1, predict the reaction product. The product is: [Cl:11][C:12]1[CH:13]=[CH:14][C:15]([CH2:16][NH:17][C:18]([C:20]2[S:24][C:23]([NH:25][C:2](=[O:9])[C:3]3[CH:8]=[CH:7][N:6]=[CH:5][CH:4]=3)=[N:22][C:21]=2[CH3:26])=[O:19])=[CH:27][CH:28]=1. (2) Given the reactants FC(F)(F)C(O)=O.[NH2:8][C@H:9]([C:19]1[C:24]([C:25]2[CH:26]=[CH:27][C:28]([F:34])=[C:29]([CH:33]=2)[C:30]([NH2:32])=[O:31])=[CH:23][CH:22]=[CH:21][N:20]=1)[CH2:10][C:11]1[CH:16]=[C:15]([F:17])[CH:14]=[C:13]([F:18])[CH:12]=1.[CH:35]([C:38]1[N:42]([CH2:43][C:44](O)=[O:45])[N:41]=[C:40]([C:47]([F:50])([F:49])[F:48])[CH:39]=1)([CH3:37])[CH3:36], predict the reaction product. The product is: [F:17][C:15]1[CH:16]=[C:11]([CH2:10][C@@H:9]([C:19]2[C:24]([C:25]3[CH:26]=[CH:27][C:28]([F:34])=[C:29]([CH:33]=3)[C:30]([NH2:32])=[O:31])=[CH:23][CH:22]=[CH:21][N:20]=2)[NH:8][C:44](=[O:45])[CH2:43][N:42]2[C:38]([CH:35]([CH3:37])[CH3:36])=[CH:39][C:40]([C:47]([F:50])([F:48])[F:49])=[N:41]2)[CH:12]=[C:13]([F:18])[CH:14]=1. (3) Given the reactants [CH3:1][C:2]1[CH:7]=[CH:6][C:5]([S:8]([O:11][CH2:12][CH:13]2[CH2:17][C:16]3[CH:18]=[CH:19][CH:20]=[C:21](Br)[C:15]=3[O:14]2)(=[O:10])=[O:9])=[CH:4][CH:3]=1.[F:23][C:24]([F:35])([F:34])[C:25]1[CH:30]=[CH:29][C:28](B(O)O)=[CH:27][CH:26]=1.C(=O)([O-])[O-].[K+].[K+].CC1C=CC(S(OCC2CC3C(C4C=CC=CC=4)=CC=CC=3O2)(=O)=O)=CC=1, predict the reaction product. The product is: [CH3:1][C:2]1[CH:7]=[CH:6][C:5]([S:8]([O:11][CH2:12][CH:13]2[CH2:17][C:16]3[CH:18]=[CH:19][CH:20]=[C:21]([C:28]4[CH:29]=[CH:30][C:25]([C:24]([F:35])([F:34])[F:23])=[CH:26][CH:27]=4)[C:15]=3[O:14]2)(=[O:10])=[O:9])=[CH:4][CH:3]=1. (4) Given the reactants [CH:1](=O)[C:2]1[CH:7]=[CH:6][CH:5]=[CH:4][CH:3]=1.Cl.[NH2:10][OH:11].C(=O)([O-])[O-].[Na+].[Na+].[Cl-].[Na+], predict the reaction product. The product is: [CH:1](=[N:10][OH:11])[C:2]1[CH:7]=[CH:6][CH:5]=[CH:4][CH:3]=1. (5) Given the reactants [CH:1]12[CH2:7][CH:4]([CH2:5][CH2:6]1)[CH2:3][CH:2]2[C:8]1[NH:12][C:11]2[C:13]([O:33]C)=[CH:14][CH:15]=[C:16]([C:17]([NH:19][CH:20]3[CH2:25][CH2:24][CH2:23][N:22](C(OC(C)(C)C)=O)[CH2:21]3)=[O:18])[C:10]=2[N:9]=1.B(Br)(Br)Br, predict the reaction product. The product is: [CH:1]12[CH2:7][CH:4]([CH2:5][CH2:6]1)[CH2:3][CH:2]2[C:8]1[NH:12][C:11]2[C:13]([OH:33])=[CH:14][CH:15]=[C:16]([C:17]([NH:19][CH:20]3[CH2:25][CH2:24][CH2:23][NH:22][CH2:21]3)=[O:18])[C:10]=2[N:9]=1.